Task: Regression. Given two drug SMILES strings and cell line genomic features, predict the synergy score measuring deviation from expected non-interaction effect.. Dataset: NCI-60 drug combinations with 297,098 pairs across 59 cell lines (1) Drug 1: C1=NC2=C(N=C(N=C2N1C3C(C(C(O3)CO)O)F)Cl)N. Drug 2: CC12CCC3C(C1CCC2O)C(CC4=C3C=CC(=C4)O)CCCCCCCCCS(=O)CCCC(C(F)(F)F)(F)F. Cell line: ACHN. Synergy scores: CSS=-5.50, Synergy_ZIP=3.26, Synergy_Bliss=1.11, Synergy_Loewe=-3.04, Synergy_HSA=-3.97. (2) Drug 1: C1=CC(=CC=C1CCC2=CNC3=C2C(=O)NC(=N3)N)C(=O)NC(CCC(=O)O)C(=O)O. Drug 2: C1=NC(=NC(=O)N1C2C(C(C(O2)CO)O)O)N. Cell line: NCI/ADR-RES. Synergy scores: CSS=15.0, Synergy_ZIP=-1.78, Synergy_Bliss=-0.543, Synergy_Loewe=-3.97, Synergy_HSA=-0.623. (3) Drug 1: C1=C(C(=O)NC(=O)N1)F. Drug 2: COC1=NC(=NC2=C1N=CN2C3C(C(C(O3)CO)O)O)N. Cell line: MALME-3M. Synergy scores: CSS=29.3, Synergy_ZIP=0.644, Synergy_Bliss=2.26, Synergy_Loewe=-3.32, Synergy_HSA=3.02. (4) Drug 1: CC1C(C(=O)NC(C(=O)N2CCCC2C(=O)N(CC(=O)N(C(C(=O)O1)C(C)C)C)C)C(C)C)NC(=O)C3=C4C(=C(C=C3)C)OC5=C(C(=O)C(=C(C5=N4)C(=O)NC6C(OC(=O)C(N(C(=O)CN(C(=O)C7CCCN7C(=O)C(NC6=O)C(C)C)C)C)C(C)C)C)N)C. Drug 2: CCN(CC)CCCC(C)NC1=C2C=C(C=CC2=NC3=C1C=CC(=C3)Cl)OC. Cell line: NCI-H522. Synergy scores: CSS=40.5, Synergy_ZIP=-6.39, Synergy_Bliss=3.10, Synergy_Loewe=-24.4, Synergy_HSA=5.01. (5) Synergy scores: CSS=11.1, Synergy_ZIP=-4.10, Synergy_Bliss=-2.73, Synergy_Loewe=-11.0, Synergy_HSA=-4.39. Cell line: SK-MEL-5. Drug 2: CC1=C(C(CCC1)(C)C)C=CC(=CC=CC(=CC(=O)O)C)C. Drug 1: C1=CN(C(=O)N=C1N)C2C(C(C(O2)CO)O)O.Cl. (6) Drug 1: CS(=O)(=O)CCNCC1=CC=C(O1)C2=CC3=C(C=C2)N=CN=C3NC4=CC(=C(C=C4)OCC5=CC(=CC=C5)F)Cl. Drug 2: CCC1(C2=C(COC1=O)C(=O)N3CC4=CC5=C(C=CC(=C5CN(C)C)O)N=C4C3=C2)O.Cl. Cell line: M14. Synergy scores: CSS=35.7, Synergy_ZIP=1.03, Synergy_Bliss=0.842, Synergy_Loewe=-17.2, Synergy_HSA=0.596.